The task is: Predict the reaction yield, written as a fraction of the theoretical maximum amount of product (1.0 means a 100% yield; for example, 0.34 means a 34% yield).. This data is from Reaction yield outcomes from USPTO patents with 853,638 reactions. The reactants are [OH:1][C:2]1[CH:9]=[CH:8][CH:7]=[CH:6][C:3]=1[CH:4]=[O:5].Br[CH2:11][CH2:12][C:13]1[CH:18]=[CH:17][CH:16]=[CH:15][CH:14]=1.C(=O)([O-])[O-].[K+].[K+].O. The catalyst is CN(C=O)C.C(OCC)(=O)C. The product is [C:13]1([CH2:12][CH2:11][O:1][C:2]2[CH:9]=[CH:8][CH:7]=[CH:6][C:3]=2[CH:4]=[O:5])[CH:18]=[CH:17][CH:16]=[CH:15][CH:14]=1. The yield is 0.360.